Predict the reactants needed to synthesize the given product. From a dataset of Full USPTO retrosynthesis dataset with 1.9M reactions from patents (1976-2016). (1) Given the product [Br:1][C:2]1[CH:3]=[C:4]([C:8]2([C:26]3[CH:31]=[CH:30][C:29]([O:32][CH3:33])=[CH:28][CH:27]=3)[C:16]3[C:17](=[N:18][CH:19]=[C:20]([CH3:22])[CH:21]=3)[C:23]([NH2:24])=[N:9]2)[CH:5]=[CH:6][CH:7]=1, predict the reactants needed to synthesize it. The reactants are: [Br:1][C:2]1[CH:3]=[C:4]([C:8]([C:16]2[C:17]([C:23]#[N:24])=[N:18][CH:19]=[C:20]([CH3:22])[CH:21]=2)=[N:9]S(C(C)(C)C)=O)[CH:5]=[CH:6][CH:7]=1.Br[C:26]1[CH:31]=[CH:30][C:29]([O:32][CH3:33])=[CH:28][CH:27]=1. (2) Given the product [CH2:9]([C:13]1([S:16]([NH2:19])(=[O:17])=[O:18])[CH2:15][CH2:14]1)[CH2:10][CH2:11][CH3:12], predict the reactants needed to synthesize it. The reactants are: C(NC(=O)O)(C)(C)C.[CH2:9]([C:13]1([S:16]([NH2:19])(=[O:18])=[O:17])[CH2:15][CH2:14]1)[CH2:10][CH2:11][CH3:12].C(O)(C(F)(F)F)=O. (3) Given the product [CH2:1]([O:6][CH:7]1[CH2:12][CH2:11][NH:10][CH2:9][CH2:8]1)[CH2:2][CH2:3][CH2:4][CH3:5], predict the reactants needed to synthesize it. The reactants are: [CH2:1]([O:6][CH:7]1[CH2:12][CH2:11][N:10](OC(OC(C)(C)C)=O)[CH2:9][CH2:8]1)[CH2:2][CH2:3][CH2:4][CH3:5].Cl.